The task is: Predict the product of the given reaction.. This data is from Forward reaction prediction with 1.9M reactions from USPTO patents (1976-2016). (1) Given the reactants [CH3:1][C:2]1[CH:3]=[CH:4][C:5]2[C:9]3[NH:10][C:11](=O)[NH:12][C:13](=O)[C:8]=3[O:7][C:6]=2[N:16]=1.P(Cl)(Cl)(Cl)(Cl)Cl.O=P(Cl)(Cl)[Cl:25].[NH:28]1[CH2:33][CH2:32][O:31][CH2:30][CH2:29]1, predict the reaction product. The product is: [Cl:25][C:11]1[N:12]=[C:13]([N:28]2[CH2:33][CH2:32][O:31][CH2:30][CH2:29]2)[C:8]2[O:7][C:6]3[N:16]=[C:2]([CH3:1])[CH:3]=[CH:4][C:5]=3[C:9]=2[N:10]=1. (2) Given the reactants [NH2:1][C:2]1[C:7]2[C:8]([CH2:11][O:12][C:13]3[CH:18]=[CH:17][C:16]([Br:19])=[CH:15][CH:14]=3)=[CH:9][S:10][C:6]=2[C:5]([C:20]([OH:22])=O)=[CH:4][N:3]=1.C([N:25](CC)CC)C.N, predict the reaction product. The product is: [NH2:1][C:2]1[C:7]2[C:8]([CH2:11][O:12][C:13]3[CH:18]=[CH:17][C:16]([Br:19])=[CH:15][CH:14]=3)=[CH:9][S:10][C:6]=2[C:5]([C:20]([NH2:25])=[O:22])=[CH:4][N:3]=1. (3) Given the reactants [OH:1][C:2]1[CH:7]=[CH:6][C:5]([C:8](=[O:10])[CH3:9])=[CH:4][C:3]=1[N+:11]([O-:13])=[O:12].[CH2:14](O)[CH2:15][OH:16].O.C1(C)C=CC(S(O)(=O)=O)=CC=1, predict the reaction product. The product is: [CH3:9][C:8]1([C:5]2[CH:6]=[CH:7][C:2]([OH:1])=[C:3]([N+:11]([O-:13])=[O:12])[CH:4]=2)[O:16][CH2:15][CH2:14][O:10]1. (4) Given the reactants O=P12OP3(OP(OP(O3)(O1)=O)(=O)O2)=O.Cl.C(N(CC)CC)C.[Cl:23][C:24]1[CH:30]=[CH:29][C:27]([NH2:28])=[CH:26][CH:25]=1.[N:31]1[CH:36]=[CH:35][C:34]([CH2:37][C:38]2[C:47]3[C:42](=[CH:43][CH:44]=[CH:45][CH:46]=3)[C:41](=O)[NH:40][N:39]=2)=[CH:33][CH:32]=1.CN(C)C(=O)N(C)C.N, predict the reaction product. The product is: [Cl:23][C:24]1[CH:30]=[CH:29][C:27]([NH:28][C:41]2[C:42]3[C:47](=[CH:46][CH:45]=[CH:44][CH:43]=3)[C:38]([CH2:37][C:34]3[CH:35]=[CH:36][N:31]=[CH:32][CH:33]=3)=[N:39][N:40]=2)=[CH:26][CH:25]=1. (5) Given the reactants C([O:3][C:4](=[O:21])[CH2:5][N:6]1[C:10]2[C:11]3[CH:12]=[C:13]([CH3:20])[CH:14]=[CH:15][C:16]=3[O:17][C:18](=[O:19])[C:9]=2[CH:8]=[N:7]1)C.[Li+].[OH-:23].Cl, predict the reaction product. The product is: [C:4]([CH2:5][N:6]1[C:10]([C:11]2[CH:12]=[C:13]([CH3:20])[CH:14]=[CH:15][C:16]=2[OH:23])=[C:9]([C:18]([OH:17])=[O:19])[CH:8]=[N:7]1)([OH:3])=[O:21]. (6) Given the reactants Br[C:2]1[N:7]=[C:6]([C:8]([OH:10])=[O:9])[CH:5]=[CH:4][C:3]=1[F:11].[CH2:12]([O:19][C:20]1[CH:25]=[CH:24][C:23](B(O)O)=[C:22]([F:29])[CH:21]=1)[C:13]1[CH:18]=[CH:17][CH:16]=[CH:15][CH:14]=1, predict the reaction product. The product is: [CH2:12]([O:19][C:20]1[CH:25]=[CH:24][C:23]([C:2]2[N:7]=[C:6]([C:8]([OH:10])=[O:9])[CH:5]=[CH:4][C:3]=2[F:11])=[C:22]([F:29])[CH:21]=1)[C:13]1[CH:14]=[CH:15][CH:16]=[CH:17][CH:18]=1. (7) Given the reactants Br[C:2]1[C:3]([OH:8])=[N:4][CH:5]=[CH:6][CH:7]=1.[C:9]([O:13][C:14]([NH:16][C:17]1[CH:22]=[CH:21][C:20](B(O)O)=[CH:19][C:18]=1[F:26])=[O:15])([CH3:12])([CH3:11])[CH3:10], predict the reaction product. The product is: [F:26][C:18]1[CH:19]=[C:20]([C:2]2[C:3]([OH:8])=[N:4][CH:5]=[CH:6][CH:7]=2)[CH:21]=[CH:22][C:17]=1[NH:16][C:14](=[O:15])[O:13][C:9]([CH3:11])([CH3:10])[CH3:12]. (8) The product is: [C:12]([O:15][C@@H:16]([C:5]1[CH:6]=[CH:7][CH:8]=[CH:9][CH:10]=1)[CH3:17])(=[O:14])[CH3:13]. Given the reactants C(O[C:5]1[CH:10]=[CH:9][C:8](Cl)=[CH:7][CH:6]=1)(=O)C.[C:12]([O:15][C:16](C)=[CH2:17])(=[O:14])[CH3:13], predict the reaction product. (9) Given the reactants C[O:2][C:3]([C:5]1[C:10](Br)=[C:9]([NH:12][CH2:13][CH:14]2[CH2:16][CH2:15]2)[CH:8]=[C:7]([Cl:17])[N:6]=1)=[O:4].C([Sn](CC[CH2:31][CH3:32])(CCCC)C=C)CCC.O.ClCCl.CN(C)[CH:39]=[O:40], predict the reaction product. The product is: [Cl:17][C:7]1[N:6]=[C:5]([C:3]([OH:2])=[O:4])[C:10]([CH:31]=[CH2:32])=[C:9]([NH:12][CH2:13][C:14]2[O:40][CH:39]=[CH:15][CH:16]=2)[CH:8]=1. (10) Given the reactants C(N(CC)CC)C.Cl[C:9](=[N:15][NH:16][C:17]1[CH:22]=[CH:21][C:20]([Cl:23])=[CH:19][C:18]=1[Cl:24])[C:10]([O:12][CH2:13][CH3:14])=[O:11].[CH3:25]/[CH:26]=[CH:27]/[C:28]1[CH:33]=[CH:32][CH:31]=[CH:30][CH:29]=1, predict the reaction product. The product is: [Cl:24][C:18]1[CH:19]=[C:20]([Cl:23])[CH:21]=[CH:22][C:17]=1[N:16]1[C@@H:26]([CH3:25])[C@H:27]([C:28]2[CH:33]=[CH:32][CH:31]=[CH:30][CH:29]=2)[C:9]([C:10]([O:12][CH2:13][CH3:14])=[O:11])=[N:15]1.